This data is from Drug-target binding data from BindingDB using IC50 measurements. The task is: Regression. Given a target protein amino acid sequence and a drug SMILES string, predict the binding affinity score between them. We predict pIC50 (pIC50 = -log10(IC50 in M); higher means more potent). Dataset: bindingdb_ic50. (1) The drug is O=C(CNS(=O)(=O)c1ccc(C(=O)O)cc1)NO. The target protein (Q16820) has sequence MDLWNLSWFLFLDALLVISGLATPENFDVDGGMDQDIFDINEGLGLDLFEGDIRLDRAQIRNSIIGEKYRWPHTIPYVLEDSLEMNAKGVILNAFERYRLKTCIDFKPWAGETNYISVFKGSGCWSSVGNRRVGKQELSIGANCDRIATVQHEFLHALGFWHEQSRSDRDDYVRIMWDRILSGREHNFNTYSDDISDSLNVPYDYTSVMHYSKTAFQNGTEPTIVTRISDFEDVIGQRMDFSDSDLLKLNQLYNCSSSLSFMDSCSFELENVCGMIQSSGDNADWQRVSQVPRGPESDHSNMGQCQGSGFFMHFDSSSVNVGATAVLESRTLYPKRGFQCLQFYLYNSGSESDQLNIYIREYSADNVDGNLTLVEEIKEIPTGSWQLYHVTLKVTKKFRVVFEGRKGSGASLGGLSIDDINLSETRCPHHIWHIRNFTQFIGSPNGTLYSPPFYSSKGYAFQIYLNLAHVTNAGIYFHLISGANDDQLQWPCPWQQATMT.... The pIC50 is 6.4. (2) The drug is Cc1ccc2c(c1)C(Nc1ccc(OCCN(C)C)cc1)c1ccccc1CS2. The target protein sequence is MGDTFIRHIALLGFEKRFVPSQHYVYMFLVKWQDLSEKVVYRRFTEIYEFHKTLKEMFPIEAGAINPENRIIPHLPAPKWFDGQRAAENRQGTLTEYCGTLMSLPTKISRCPHLLDFFKVRPDDLKLPTDNQTKKPETYLMPKDGKSTATDITGPIILQTYRAIANYEKTSGSEMALSTGDVVEVVEKSESGWWFCQMKAKRGWIPASFLEPLDSPDETEDPEPNYAGEPYVAIKAYTAVEGDEVSLLEGEAVEVIHKLLDGWWVIRKDDVTGYFPSMYLQKSGQDVSQAQRQIKRGAPPRRSSIRNAHSIHQRSRKRLSQDAYRRNSVRFLQQRRRQARPGPQSPGSPLEEERQTQRSKPQPAVPPRPSADLILNRCSESTKRKLASAV. The pIC50 is 4.3. (3) The drug is CCC(CC)Cn1c(-c2ccc(P(=O)(O)O)o2)nc2c(N)c(F)ccc21. The target protein (P19112) has sequence MVDHAPFETDISTLTRFVLEEGRKAGGTGEMTQLLNSLCTAIKAISSAVRQAGIAQLYGIAGSTNVTGDQVKKLDILSNDLVINMLKSSYATCVLVSEEDTHAIIIEPEKRGKYVVCFDPLDGSSNIDCLASIGTIFGIYRKTSANEPSEKDALQPGRNLVAAGYALYGSATMLVLAMNCGVNCFMLDPSIGEFILVDRDVKIKKKGNIYSINEGYAKDFDPAINEYIQRKKFPPDNSAPYGARYVGSMVADVHRTLVYGGIFLYPANKKNPSGKLRLLYECNPIAYVMEKAGGLATTGNEDILDIVPTEIHQKAPVIMGSTEDVQEFLEIYNKDKAKSRPSLPLPQSRARESPVHSICDELF. The pIC50 is 6.1. (4) The compound is CCCCCCCCn1c(C)[n+](-c2ccccc2)c2ccc(NC(C)=O)cc21. The target protein (Q15788) has sequence MSGLGDSSSDPANPDSHKRKGSPCDTLASSTEKRRREQENKYLEELAELLSANISDIDSLSVKPDKCKILKKTVDQIQLMKRMEQEKSTTDDDVQKSDISSSSQGVIEKESLGPLLLEALDGFFFVVNCEGRIVFVSENVTSYLGYNQEELMNTSVYSILHVGDHAEFVKNLLPKSLVNGVPWPQEATRRNSHTFNCRMLIHPPDEPGTENQEACQRYEVMQCFTVSQPKSIQEDGEDFQSCLICIARRLPRPPAITGVESFMTKQDTTGKIISIDTSSLRAAGRTGWEDLVRKCIYAFFQPQGREPSYARQLFQEVMTRGTASSPSYRFILNDGTMLSAHTKCKLCYPQSPDMQPFIMGIHIIDREHSGLSPQDDTNSGMSIPRVNPSVNPSISPAHGVARSSTLPPSNSNMVSTRINRQQSSDLHSSSHSNSSNSQGSFGCSPGSQIVANVALNQGQASSQSSNPSLNLNNSPMEGTGISLAQFMSPRRQVTSGLATR.... The pIC50 is 4.5. (5) The drug is O=C(Nc1ccc(Oc2ccc(C(F)(F)F)cc2)cc1)c1ccc2nn[nH]c2c1O. The target protein (O42772) has sequence MALRLATRRFAPIAFRRGMATTIEHTKEPISATAEALSASRPPIKETKTSTVKEPQMDADAKTKTFHIYRWNPDQPTDKPRMQSYTLDLNKTGPMMLDALIRIKNEVDPTLTFRRSCREGICGSCAMNIDGVNTLACLCRIPTDTAKETRIYPLPHTYVVKDLVPDMTQFYKQYKSIKPYLQRDTAPPDGKENRQSVADRKKLDGLYECILCACCSTSCPSYWWNSEEYLGPAVLLQSYRWINDSRDEKTAQRKDALNNSMSLYRCHTILNCSRTCPKGLNPALAIAEIKKSMAFTG. The pIC50 is 8.3.